Dataset: Reaction yield outcomes from USPTO patents with 853,638 reactions. Task: Predict the reaction yield, written as a fraction of the theoretical maximum amount of product (1.0 means a 100% yield; for example, 0.34 means a 34% yield). (1) The catalyst is O1CCCC1. The reactants are [CH:1]([NH:4][CH:5]([CH3:7])[CH3:6])([CH3:3])C.[Li][CH2:9]CCC.C(OCC(F)(F)F)(=O)C.[C:22](O[C:22]([O:24][C:25]([CH3:28])([CH3:27])[CH3:26])=[O:23])([O:24][C:25]([CH3:28])([CH3:27])[CH3:26])=[O:23]. The yield is 0.290. The product is [N:4]1[CH:1]=[CH:3][CH:9]=[CH:7][C:5]=1[CH2:6][C:22]([O:24][C:25]([CH3:28])([CH3:27])[CH3:26])=[O:23]. (2) The reactants are [NH:1]1[CH2:6][CH2:5][CH2:4][CH2:3][CH2:2]1.[CH3:7][C:8]1[O:9][C:10]2[CH:16]=[C:15]([S:17](Cl)(=[O:19])=[O:18])[CH:14]=[CH:13][C:11]=2[N:12]=1. The catalyst is C(Cl)(Cl)Cl.CN(C=O)C. The product is [CH3:7][C:8]1[O:9][C:10]2[CH:16]=[C:15]([S:17]([N:1]3[CH2:6][CH2:5][CH2:4][CH2:3][CH2:2]3)(=[O:19])=[O:18])[CH:14]=[CH:13][C:11]=2[N:12]=1. The yield is 0.760. (3) The reactants are [OH:1][C:2]1[CH:7]=[CH:6][C:5]([CH3:8])=[CH:4][C:3]=1[C:9](=[O:20])[CH2:10][CH2:11][CH2:12][CH2:13][CH2:14][CH2:15][C:16]([O:18][CH3:19])=[O:17].Cl[C:22]1[C:31]2[C:26](=[CH:27][C:28]([O:34][CH3:35])=[C:29]([O:32][CH3:33])[CH:30]=2)[N:25]=[CH:24][CH:23]=1. The catalyst is CN(C)C1C=CN=CC=1.ClC1C=CC=CC=1Cl. The product is [CH3:33][O:32][C:29]1[CH:30]=[C:31]2[C:26](=[CH:27][C:28]=1[O:34][CH3:35])[N:25]=[CH:24][CH:23]=[C:22]2[O:1][C:2]1[CH:7]=[CH:6][C:5]([CH3:8])=[CH:4][C:3]=1[C:9](=[O:20])[CH2:10][CH2:11][CH2:12][CH2:13][CH2:14][CH2:15][C:16]([O:18][CH3:19])=[O:17]. The yield is 0.0350.